This data is from Catalyst prediction with 721,799 reactions and 888 catalyst types from USPTO. The task is: Predict which catalyst facilitates the given reaction. (1) Reactant: C(Cl)CCl.C1C=CC2N(O)N=NC=2C=1.[CH3:15][O:16][C:17]([C:19]1[C:23]([NH2:24])=[CH:22][NH:21][N:20]=1)=[O:18].[C:25]([C:29]1[CH:30]=[CH:31][C:32]([O:38][CH3:39])=[C:33]([CH:37]=1)[C:34](O)=[O:35])([CH3:28])([CH3:27])[CH3:26]. Product: [CH3:15][O:16][C:17]([C:19]1[C:23]([NH:24][C:34](=[O:35])[C:33]2[CH:37]=[C:29]([C:25]([CH3:26])([CH3:27])[CH3:28])[CH:30]=[CH:31][C:32]=2[O:38][CH3:39])=[CH:22][NH:21][N:20]=1)=[O:18]. The catalyst class is: 3. (2) Reactant: Cl.[O:2]([CH:9]1[CH2:14][CH2:13][N:12]([CH2:15][C:16]([OH:18])=O)[CH2:11][CH2:10]1)[C:3]1[CH:8]=[CH:7][CH:6]=[CH:5][CH:4]=1.[NH2:19][C:20]1[CH:29]=[CH:28][C:23]2[NH:24][C:25](=[O:27])[O:26][C:22]=2[CH:21]=1. Product: [O:27]=[C:25]1[NH:24][C:23]2[CH:28]=[CH:29][C:20]([NH:19][C:16](=[O:18])[CH2:15][N:12]3[CH2:11][CH2:10][CH:9]([O:2][C:3]4[CH:4]=[CH:5][CH:6]=[CH:7][CH:8]=4)[CH2:14][CH2:13]3)=[CH:21][C:22]=2[O:26]1. The catalyst class is: 27.